Dataset: Retrosynthesis with 50K atom-mapped reactions and 10 reaction types from USPTO. Task: Predict the reactants needed to synthesize the given product. (1) Given the product CCc1nc2ccccc2n1-c1nc(N2CCOCC2)c2nc(CN3CCNC(C)(C)C3)n(C)c2n1, predict the reactants needed to synthesize it. The reactants are: CCc1nc2ccccc2n1-c1nc(N2CCOCC2)c2nc(CN3CCN(C(=O)OC(C)(C)C)C(C)(C)C3)n(C)c2n1. (2) The reactants are: COC(=O)c1ccc(F)cc1F.Oc1cnc(Cl)c(F)c1. Given the product COC(=O)c1ccc(F)cc1Oc1cnc(Cl)c(F)c1, predict the reactants needed to synthesize it. (3) Given the product COC[C@@H](C)OC[C@H](Oc1ncnc2c1cnn2-c1ncccc1Cl)C(=O)Nc1ccc(C)cn1, predict the reactants needed to synthesize it. The reactants are: COC[C@@H](C)OC[C@H](Oc1ncnc2c1cnn2-c1ncccc1Cl)C(=O)OC.Cc1ccc(N)nc1. (4) The reactants are: O=C(c1ccc2[nH]c(C(=O)N3CCC(F)(F)CC3)cc2c1)N1CCC(N2CCCCC2)CC1.OB(O)c1ccnc(Cl)c1. Given the product O=C(c1ccc2c(c1)cc(C(=O)N1CCC(F)(F)CC1)n2-c1ccnc(Cl)c1)N1CCC(N2CCCCC2)CC1, predict the reactants needed to synthesize it.